This data is from Reaction yield outcomes from USPTO patents with 853,638 reactions. The task is: Predict the reaction yield, written as a fraction of the theoretical maximum amount of product (1.0 means a 100% yield; for example, 0.34 means a 34% yield). (1) The reactants are [CH3:1][O:2][CH2:3][CH2:4][N:5]1[CH:9]=[CH:8][N:7]=[C:6]1[CH3:10].C(=O)([O-])[O-].[K+].[K+].C1C(=O)N([Br:24])C(=O)C1. The catalyst is C1COCC1.CCOC(C)=O.O. The product is [Br:24][C:9]1[N:5]([CH2:4][CH2:3][O:2][CH3:1])[C:6]([CH3:10])=[N:7][CH:8]=1. The yield is 0.640. (2) The reactants are CON(C)[C:4]([C:6]1[CH:11]=[CH:10][C:9]([C:12]2[CH:17]=[CH:16][CH:15]=[CH:14][CH:13]=2)=[CH:8][CH:7]=1)=[O:5].[NH4+].[Cl-]. The yield is 0.700. The product is [C:9]1([C:12]2[CH:17]=[CH:16][CH:15]=[CH:14][CH:13]=2)[CH:10]=[CH:11][C:6]([C:4](=[O:5])[CH2:10][CH2:11][CH2:6][CH:7]=[CH2:8])=[CH:7][CH:8]=1. The catalyst is O1CCCC1. (3) The reactants are [NH2:1][C:2]1[NH:6][N:5]=[C:4]([CH3:7])[C:3]=1[C:8]1[S:9][C:10]2[CH:16]=[C:15]([S:17](Cl)(=[O:19])=[O:18])[CH:14]=[CH:13][C:11]=2[N:12]=1.[CH2:21]([NH2:28])[C:22]1[CH:27]=[CH:26][CH:25]=[CH:24][CH:23]=1.CN1CCOCC1. The catalyst is CO. The product is [CH2:21]([NH:28][S:17]([C:15]1[CH:14]=[CH:13][C:11]2[N:12]=[C:8]([C:3]3[C:4]([CH3:7])=[N:5][NH:6][C:2]=3[NH2:1])[S:9][C:10]=2[CH:16]=1)(=[O:19])=[O:18])[C:22]1[CH:27]=[CH:26][CH:25]=[CH:24][CH:23]=1. The yield is 0.130. (4) The reactants are Cl.Cl.[C:3]([C:7]1[CH:12]=[CH:11][CH:10]=[CH:9][C:8]=1[N:13]1[CH2:18][CH2:17][NH:16][CH2:15][CH2:14]1)([CH3:6])([CH3:5])[CH3:4].[C:19]1([N:25]=[C:26]=[O:27])[CH:24]=[CH:23][CH:22]=[CH:21][CH:20]=1. The catalyst is N1C=CC=CC=1. The product is [C:3]([C:7]1[CH:12]=[CH:11][CH:10]=[CH:9][C:8]=1[N:13]1[CH2:18][CH2:17][N:16]([C:26]([NH:25][C:19]2[CH:24]=[CH:23][CH:22]=[CH:21][CH:20]=2)=[O:27])[CH2:15][CH2:14]1)([CH3:6])([CH3:4])[CH3:5]. The yield is 0.670. (5) The reactants are [CH2:1]([NH:8][C:9]1[CH:14]=[C:13]([NH:15][C:16]2[CH:21]=[CH:20][C:19]([N:22]3[CH2:27][CH2:26][N:25]([C:28](=[O:31])[CH2:29]Cl)[CH2:24][CH2:23]3)=[CH:18][CH:17]=2)[N:12]=[CH:11][C:10]=1[CH2:32][C:33]([NH2:35])=[O:34])[C:2]1[CH:7]=[CH:6][CH:5]=[CH:4][CH:3]=1.C(=O)([O-])[O-].[K+].[K+]. The catalyst is C(#N)C.C(NCC)C. The product is [CH2:1]([NH:8][C:9]1[CH:14]=[C:13]([NH:15][C:16]2[CH:21]=[CH:20][C:19]([N:22]3[CH2:27][CH2:26][N:25]([C:28](=[O:31])[CH2:29][N:8]([CH2:9][CH3:10])[CH2:1][CH3:2])[CH2:24][CH2:23]3)=[CH:18][CH:17]=2)[N:12]=[CH:11][C:10]=1[CH2:32][C:33]([NH2:35])=[O:34])[C:2]1[CH:7]=[CH:6][CH:5]=[CH:4][CH:3]=1. The yield is 0.590. (6) The reactants are Br[C:2]1[CH:14]=[CH:13][C:5]([O:6][CH:7]2[CH2:12][CH2:11][CH2:10][CH2:9][O:8]2)=[CH:4][CH:3]=1.C([Li])CCC.[CH2:20]([N:27]1[CH2:32][CH2:31][C:30](=[O:33])[CH2:29][CH2:28]1)[C:21]1[CH:26]=[CH:25][CH:24]=[CH:23][CH:22]=1.[Cl-].[NH4+]. The catalyst is C1COCC1. The product is [CH2:20]([N:27]1[CH2:32][CH2:31][C:30]([C:2]2[CH:14]=[CH:13][C:5]([O:6][CH:7]3[CH2:12][CH2:11][CH2:10][CH2:9][O:8]3)=[CH:4][CH:3]=2)([OH:33])[CH2:29][CH2:28]1)[C:21]1[CH:22]=[CH:23][CH:24]=[CH:25][CH:26]=1. The yield is 0.510. (7) The reactants are [CH2:1]([O:8][C:9]1[CH:14]=[CH:13][C:12]([CH2:15][C@H:16]([NH:22]C(=O)OC(C)(C)C)[C:17]2[S:18][CH:19]=[CH:20][N:21]=2)=[CH:11][CH:10]=1)[C:2]1[CH:7]=[CH:6][CH:5]=[CH:4][CH:3]=1.[ClH:30].C(OCC)(=O)C. The catalyst is C(OCC)(=O)C. The product is [ClH:30].[CH2:1]([O:8][C:9]1[CH:14]=[CH:13][C:12]([CH2:15][C@H:16]([NH2:22])[C:17]2[S:18][CH:19]=[CH:20][N:21]=2)=[CH:11][CH:10]=1)[C:2]1[CH:7]=[CH:6][CH:5]=[CH:4][CH:3]=1. The yield is 0.700.